From a dataset of NCI-60 drug combinations with 297,098 pairs across 59 cell lines. Regression. Given two drug SMILES strings and cell line genomic features, predict the synergy score measuring deviation from expected non-interaction effect. (1) Drug 1: C1=CC(=CC=C1CC(C(=O)O)N)N(CCCl)CCCl.Cl. Drug 2: CC1C(C(CC(O1)OC2CC(CC3=C2C(=C4C(=C3O)C(=O)C5=C(C4=O)C(=CC=C5)OC)O)(C(=O)CO)O)N)O.Cl. Cell line: DU-145. Synergy scores: CSS=35.6, Synergy_ZIP=0.743, Synergy_Bliss=1.16, Synergy_Loewe=-11.8, Synergy_HSA=0.280. (2) Drug 1: CS(=O)(=O)C1=CC(=C(C=C1)C(=O)NC2=CC(=C(C=C2)Cl)C3=CC=CC=N3)Cl. Drug 2: CC(CN1CC(=O)NC(=O)C1)N2CC(=O)NC(=O)C2. Cell line: OVCAR3. Synergy scores: CSS=19.5, Synergy_ZIP=-4.70, Synergy_Bliss=-2.44, Synergy_Loewe=-4.88, Synergy_HSA=-4.07. (3) Drug 1: C1CC(C1)(C(=O)O)C(=O)O.[NH2-].[NH2-].[Pt+2]. Drug 2: CCC1(CC2CC(C3=C(CCN(C2)C1)C4=CC=CC=C4N3)(C5=C(C=C6C(=C5)C78CCN9C7C(C=CC9)(C(C(C8N6C)(C(=O)OC)O)OC(=O)C)CC)OC)C(=O)OC)O.OS(=O)(=O)O. Cell line: RPMI-8226. Synergy scores: CSS=13.3, Synergy_ZIP=2.59, Synergy_Bliss=7.92, Synergy_Loewe=-0.0480, Synergy_HSA=2.95. (4) Drug 1: CC1=C2C(C(=O)C3(C(CC4C(C3C(C(C2(C)C)(CC1OC(=O)C(C(C5=CC=CC=C5)NC(=O)C6=CC=CC=C6)O)O)OC(=O)C7=CC=CC=C7)(CO4)OC(=O)C)O)C)OC(=O)C. Drug 2: CCCCC(=O)OCC(=O)C1(CC(C2=C(C1)C(=C3C(=C2O)C(=O)C4=C(C3=O)C=CC=C4OC)O)OC5CC(C(C(O5)C)O)NC(=O)C(F)(F)F)O. Cell line: NCI/ADR-RES. Synergy scores: CSS=0.525, Synergy_ZIP=-2.73, Synergy_Bliss=-1.99, Synergy_Loewe=-4.68, Synergy_HSA=-4.08. (5) Drug 1: C(=O)(N)NO. Drug 2: CCCCCOC(=O)NC1=NC(=O)N(C=C1F)C2C(C(C(O2)C)O)O. Cell line: RXF 393. Synergy scores: CSS=0.997, Synergy_ZIP=-1.54, Synergy_Bliss=-2.21, Synergy_Loewe=-1.32, Synergy_HSA=-1.33. (6) Drug 1: CC12CCC3C(C1CCC2=O)CC(=C)C4=CC(=O)C=CC34C. Drug 2: CC(C)(C#N)C1=CC(=CC(=C1)CN2C=NC=N2)C(C)(C)C#N. Cell line: HCT116. Synergy scores: CSS=42.2, Synergy_ZIP=0.444, Synergy_Bliss=-1.10, Synergy_Loewe=-0.415, Synergy_HSA=-0.815. (7) Drug 1: C1=CC(=CC=C1C#N)C(C2=CC=C(C=C2)C#N)N3C=NC=N3. Drug 2: CC1=C(C(CCC1)(C)C)C=CC(=CC=CC(=CC(=O)O)C)C. Cell line: IGROV1. Synergy scores: CSS=-1.05, Synergy_ZIP=1.27, Synergy_Bliss=1.04, Synergy_Loewe=-0.881, Synergy_HSA=-1.90. (8) Drug 1: C1=CC(=CC=C1C#N)C(C2=CC=C(C=C2)C#N)N3C=NC=N3. Drug 2: CNC(=O)C1=NC=CC(=C1)OC2=CC=C(C=C2)NC(=O)NC3=CC(=C(C=C3)Cl)C(F)(F)F. Cell line: SNB-75. Synergy scores: CSS=-2.29, Synergy_ZIP=-0.372, Synergy_Bliss=-3.01, Synergy_Loewe=-0.640, Synergy_HSA=-4.49. (9) Drug 1: CC1=C2C(C(=O)C3(C(CC4C(C3C(C(C2(C)C)(CC1OC(=O)C(C(C5=CC=CC=C5)NC(=O)OC(C)(C)C)O)O)OC(=O)C6=CC=CC=C6)(CO4)OC(=O)C)OC)C)OC. Drug 2: C(=O)(N)NO. Cell line: T-47D. Synergy scores: CSS=37.7, Synergy_ZIP=4.18, Synergy_Bliss=7.07, Synergy_Loewe=-11.9, Synergy_HSA=8.36. (10) Drug 1: C1CN1C2=NC(=NC(=N2)N3CC3)N4CC4. Drug 2: C1=CC(=CC=C1CC(C(=O)O)N)N(CCCl)CCCl.Cl. Cell line: HCC-2998. Synergy scores: CSS=34.3, Synergy_ZIP=-6.02, Synergy_Bliss=-6.13, Synergy_Loewe=-1.28, Synergy_HSA=-0.166.